Dataset: Catalyst prediction with 721,799 reactions and 888 catalyst types from USPTO. Task: Predict which catalyst facilitates the given reaction. (1) Reactant: [CH3:1][C:2]1([CH2:15][CH2:16][CH2:17][CH2:18][CH2:19][CH2:20][CH2:21][CH2:22][CH2:23][CH2:24][CH2:25][CH2:26][CH3:27])[NH:13][C:12]2[C:14]3[C:8]([CH:9]=[CH:10][CH:11]=2)=[CH:7][CH:6]=[CH:5][C:4]=3[NH:3]1.C(=O)(O)[O-].[Na+].Br[CH2:34][CH2:35][CH2:36][CH2:37][CH2:38][CH2:39][CH2:40][CH3:41]. Product: [CH3:1][C:2]1([CH2:15][CH2:16][CH2:17][CH2:18][CH2:19][CH2:20][CH2:21][CH2:22][CH2:23][CH2:24][CH2:25][CH2:26][CH3:27])[N:3]([CH2:34][CH2:35][CH2:36][CH2:37][CH2:38][CH2:39][CH2:40][CH3:41])[C:4]2[C:14]3[C:8]([CH:7]=[CH:6][CH:5]=2)=[CH:9][CH:10]=[CH:11][C:12]=3[N:13]1[CH2:6][CH2:5][CH2:4][CH2:14][CH2:12][CH2:11][CH2:10][CH3:9]. The catalyst class is: 6. (2) Reactant: Br[C:2]1[CH:3]=[CH:4][C:5]([C@@H:8]([NH:10][C:11]([C:13]2[CH:14]=[C:15]3[C:19](=[CH:20][CH:21]=2)[N:18]([CH2:22][C:23]2[CH:28]=[CH:27][C:26]([C:29]4[C:30]([C:35]([O:37][C:38]([CH3:41])([CH3:40])[CH3:39])=[O:36])=[CH:31][CH:32]=[CH:33][CH:34]=4)=[CH:25][CH:24]=2)[C:17]([CH3:42])=[C:16]3[CH3:43])=[O:12])[CH3:9])=[N:6][CH:7]=1.[CH:44]1(B(O)O)[CH2:46][CH2:45]1.P(C1CCCCC1)(C1CCCCC1)C1CCCCC1.[O-]P([O-])([O-])=O.[K+].[K+].[K+]. Product: [CH:44]1([C:2]2[CH:3]=[CH:4][C:5]([C@@H:8]([NH:10][C:11]([C:13]3[CH:14]=[C:15]4[C:19](=[CH:20][CH:21]=3)[N:18]([CH2:22][C:23]3[CH:28]=[CH:27][C:26]([C:29]5[C:30]([C:35]([O:37][C:38]([CH3:39])([CH3:40])[CH3:41])=[O:36])=[CH:31][CH:32]=[CH:33][CH:34]=5)=[CH:25][CH:24]=3)[C:17]([CH3:42])=[C:16]4[CH3:43])=[O:12])[CH3:9])=[N:6][CH:7]=2)[CH2:46][CH2:45]1. The catalyst class is: 874. (3) Reactant: [Br:1][C:2]1[CH:6]=[N:5][NH:4][C:3]=1CO.[Si:9](Cl)([C:12]([CH3:15])([CH3:14])[CH3:13])(C)C.N1C=CN=[CH:18]1.C([O:24][CH2:25][CH3:26])C. Product: [Br:1][C:2]1[CH:3]=[N:4][NH:5][C:6]=1[C:25]([CH3:26])([CH3:18])[O:24][SiH2:9][C:12]([CH3:15])([CH3:14])[CH3:13]. The catalyst class is: 9.